This data is from Forward reaction prediction with 1.9M reactions from USPTO patents (1976-2016). The task is: Predict the product of the given reaction. (1) The product is: [F:17][C:16]([F:18])([F:19])[C:15]([C:12]1[CH:11]=[C:8]([CH:7]=[CH:14][CH:13]=1)[CH:9]=[O:10])([CH3:21])[CH3:20]. Given the reactants FC(F)(F)S(O[C:7]1[CH:14]=[CH:13][C:12]([C:15]([CH3:21])([CH3:20])[C:16]([F:19])([F:18])[F:17])=[CH:11][C:8]=1[CH:9]=[O:10])(=O)=O.C(NCC)C, predict the reaction product. (2) The product is: [OH:24][NH:25][C:21](=[O:23])[CH:17]([NH:16][S:13]([C:10]1[CH:11]=[CH:12][C:7]([O:6][CH2:1][CH:2]=[C:3]=[CH:4][CH3:5])=[CH:8][CH:9]=1)(=[O:15])=[O:14])[CH:18]([CH3:20])[CH3:19]. Given the reactants [CH2:1]([O:6][C:7]1[CH:12]=[CH:11][C:10]([S:13]([NH:16][C@H:17]([C:21]([OH:23])=O)[CH:18]([CH3:20])[CH3:19])(=[O:15])=[O:14])=[CH:9][CH:8]=1)[CH:2]=[C:3]=[CH:4][CH3:5].[OH:24][N:25]1C2C=CC=CC=2N=N1.Cl.CN(C)CCCN=C=NCC.CN1CCOCC1.NO, predict the reaction product.